This data is from NCI-60 drug combinations with 297,098 pairs across 59 cell lines. The task is: Regression. Given two drug SMILES strings and cell line genomic features, predict the synergy score measuring deviation from expected non-interaction effect. Drug 1: C1=NC2=C(N1)C(=S)N=C(N2)N. Drug 2: CC1C(C(=O)NC(C(=O)N2CCCC2C(=O)N(CC(=O)N(C(C(=O)O1)C(C)C)C)C)C(C)C)NC(=O)C3=C4C(=C(C=C3)C)OC5=C(C(=O)C(=C(C5=N4)C(=O)NC6C(OC(=O)C(N(C(=O)CN(C(=O)C7CCCN7C(=O)C(NC6=O)C(C)C)C)C)C(C)C)C)N)C. Cell line: U251. Synergy scores: CSS=23.6, Synergy_ZIP=-11.3, Synergy_Bliss=0.198, Synergy_Loewe=0.269, Synergy_HSA=0.101.